Predict the reactants needed to synthesize the given product. From a dataset of Full USPTO retrosynthesis dataset with 1.9M reactions from patents (1976-2016). Given the product [CH3:4][N:3]1[CH2:19][CH2:18][C:12]2[N:3]3[CH2:4][CH2:5][S:6][C:7]4[CH:12]=[CH:11][CH:10]=[C:9]([C:8]3=4)[C:7]=2[CH2:8]1, predict the reactants needed to synthesize it. The reactants are: N([N:3]1[C:8]2[CH:9]=[CH:10][CH:11]=[CH:12][C:7]=2[S:6][CH2:5][CH2:4]1)=O.C([O-])(O)=O.[Na+].[C:18](O)(=O)[CH3:19].